Dataset: Forward reaction prediction with 1.9M reactions from USPTO patents (1976-2016). Task: Predict the product of the given reaction. (1) Given the reactants C([N:8]1[C:13](=[O:14])[C:12]([Cl:15])=[C:11]([C:16]2[CH:21]=[CH:20][C:19]([Cl:22])=[CH:18][CH:17]=2)[CH:10]=[N:9]1)C1C=CC=CC=1.[Cl-].[Al+3].[Cl-].[Cl-], predict the reaction product. The product is: [Cl:15][C:12]1[C:13](=[O:14])[NH:8][N:9]=[CH:10][C:11]=1[C:16]1[CH:17]=[CH:18][C:19]([Cl:22])=[CH:20][CH:21]=1. (2) Given the reactants Cl.CN(C)CCCN=C=NCC.Cl.[CH3:14][NH:15][O:16][CH3:17].[C:18]([O:22][C:23]([N:25]1[CH2:30][CH2:29][N:28]([C:31]([O:33][CH2:34][C:35]2[CH:40]=[CH:39][CH:38]=[CH:37][CH:36]=2)=[O:32])[CH2:27][C@H:26]1[C:41]([OH:43])=O)=[O:24])([CH3:21])([CH3:20])[CH3:19].ON1C2C=CC=CC=2N=N1.C(N(CC)C(C)C)(C)C, predict the reaction product. The product is: [C:18]([O:22][C:23]([N:25]1[CH2:30][CH2:29][N:28]([C:31]([O:33][CH2:34][C:35]2[CH:40]=[CH:39][CH:38]=[CH:37][CH:36]=2)=[O:32])[CH2:27][CH:26]1[C:41](=[O:43])[N:15]([O:16][CH3:17])[CH3:14])=[O:24])([CH3:21])([CH3:20])[CH3:19]. (3) Given the reactants [CH:1]1([C:4]([NH:6][C:7]2[S:8][C:9]3[C:14]([N:15]=2)=[CH:13][CH:12]=[C:11]([O:16][C:17]2[CH:18]=[C:19]([CH:24]=[CH:25][C:26]=2[O:27][CH3:28])[C:20]([O:22]C)=[O:21])[N:10]=3)=[O:5])[CH2:3][CH2:2]1.O1CCCC1.[OH-].[Na+].Cl, predict the reaction product. The product is: [CH:1]1([C:4]([NH:6][C:7]2[S:8][C:9]3[C:14]([N:15]=2)=[CH:13][CH:12]=[C:11]([O:16][C:17]2[CH:18]=[C:19]([CH:24]=[CH:25][C:26]=2[O:27][CH3:28])[C:20]([OH:22])=[O:21])[N:10]=3)=[O:5])[CH2:3][CH2:2]1. (4) Given the reactants FC(F)(F)C(O)=O.[Cl:8][C:9]1[CH:10]=[C:11]2[C:15](=[CH:16][CH:17]=1)[NH:14][C:13]([S:18]([N:21]1[CH2:26][CH2:25][N:24]([C:27]([C:29]3[S:30][C:31]4[CH2:32][NH:33][CH2:34][CH2:35][C:36]=4[N:37]=3)=[O:28])[CH:23]([CH2:38][C:39]([NH:41][S:42]([CH3:45])(=[O:44])=[O:43])=[O:40])[CH2:22]1)(=[O:20])=[O:19])=[CH:12]2.C(N(CC)CC)C.[C:53](=O)([O:61]C1C=CC([N+]([O-])=O)=CC=1)[O:54][CH:55]([O:57][C:58](=[O:60])[CH3:59])[CH3:56], predict the reaction product. The product is: [C:58]([O:57][CH:55]([O:54][C:53]([CH:34]1[NH:33][CH2:32][C:31]2[S:30][C:29]([C:27]([N:24]3[CH2:25][CH2:26][N:21]([S:18]([C:13]4[NH:14][C:15]5[C:11]([CH:12]=4)=[CH:10][C:9]([Cl:8])=[CH:17][CH:16]=5)(=[O:20])=[O:19])[CH2:22][CH:23]3[CH2:38][C:39]([NH:41][S:42]([CH3:45])(=[O:44])=[O:43])=[O:40])=[O:28])=[N:37][C:36]=2[CH2:35]1)=[O:61])[CH3:56])(=[O:60])[CH3:59].